Dataset: Full USPTO retrosynthesis dataset with 1.9M reactions from patents (1976-2016). Task: Predict the reactants needed to synthesize the given product. Given the product [CH2:1]([S:3][C:6]1[C:7]([C:12]([NH:14][C:15]2[CH:20]=[C:19]([C:21]([F:22])([F:24])[F:23])[CH:18]=[CH:17][N:16]=2)=[O:13])=[N:8][CH:9]=[CH:10][CH:11]=1)[CH3:2], predict the reactants needed to synthesize it. The reactants are: [CH2:1]([S-:3])[CH3:2].[Na+].Cl[C:6]1[C:7]([C:12]([NH:14][C:15]2[CH:20]=[C:19]([C:21]([F:24])([F:23])[F:22])[CH:18]=[CH:17][N:16]=2)=[O:13])=[N:8][CH:9]=[CH:10][CH:11]=1.CN(C=O)C.